This data is from NCI-60 drug combinations with 297,098 pairs across 59 cell lines. The task is: Regression. Given two drug SMILES strings and cell line genomic features, predict the synergy score measuring deviation from expected non-interaction effect. (1) Drug 1: C#CCC(CC1=CN=C2C(=N1)C(=NC(=N2)N)N)C3=CC=C(C=C3)C(=O)NC(CCC(=O)O)C(=O)O. Drug 2: CN(CCCl)CCCl.Cl. Cell line: SK-MEL-28. Synergy scores: CSS=4.31, Synergy_ZIP=-3.95, Synergy_Bliss=-4.54, Synergy_Loewe=-6.49, Synergy_HSA=-3.98. (2) Drug 1: C1CCN(CC1)CCOC2=CC=C(C=C2)C(=O)C3=C(SC4=C3C=CC(=C4)O)C5=CC=C(C=C5)O. Drug 2: C(CC(=O)O)C(=O)CN.Cl. Cell line: SNB-75. Synergy scores: CSS=7.21, Synergy_ZIP=-2.38, Synergy_Bliss=-0.203, Synergy_Loewe=1.76, Synergy_HSA=1.75. (3) Drug 1: C1=CC(=CC=C1CC(C(=O)O)N)N(CCCl)CCCl.Cl. Drug 2: C1CNP(=O)(OC1)N(CCCl)CCCl. Cell line: OVCAR-5. Synergy scores: CSS=3.67, Synergy_ZIP=0.625, Synergy_Bliss=2.57, Synergy_Loewe=-0.887, Synergy_HSA=-0.875. (4) Drug 1: CC1=C2C(C(=O)C3(C(CC4C(C3C(C(C2(C)C)(CC1OC(=O)C(C(C5=CC=CC=C5)NC(=O)C6=CC=CC=C6)O)O)OC(=O)C7=CC=CC=C7)(CO4)OC(=O)C)O)C)OC(=O)C. Drug 2: C(CN)CNCCSP(=O)(O)O. Cell line: BT-549. Synergy scores: CSS=52.8, Synergy_ZIP=1.44, Synergy_Bliss=1.84, Synergy_Loewe=-69.1, Synergy_HSA=3.78.